Predict the reactants needed to synthesize the given product. From a dataset of Full USPTO retrosynthesis dataset with 1.9M reactions from patents (1976-2016). (1) Given the product [C:28]([O:31][C:32]([NH:1][CH2:2][CH:3]([C:9]1[CH:10]=[CH:11][C:12]([CH2:15][O:16][Si:17]([CH:24]([CH3:25])[CH3:26])([CH:18]([CH3:19])[CH3:20])[CH:21]([CH3:23])[CH3:22])=[CH:13][CH:14]=1)[C:4]([O:6][CH2:7][CH3:8])=[O:5])=[O:33])([CH3:30])([CH3:29])[CH3:27], predict the reactants needed to synthesize it. The reactants are: [NH2:1][CH2:2][CH:3]([C:9]1[CH:14]=[CH:13][C:12]([CH2:15][O:16][Si:17]([CH:24]([CH3:26])[CH3:25])([CH:21]([CH3:23])[CH3:22])[CH:18]([CH3:20])[CH3:19])=[CH:11][CH:10]=1)[C:4]([O:6][CH2:7][CH3:8])=[O:5].[CH3:27][C:28]([O:31][C:32](O[C:32]([O:31][C:28]([CH3:30])([CH3:29])[CH3:27])=[O:33])=[O:33])([CH3:30])[CH3:29].C(N(CC)CC)C. (2) Given the product [OH:41][CH2:40][CH2:39][NH:38][C:3](=[O:37])[C:4]1[CH:5]=[CH:6][C:7]([CH2:10][N:11]2[CH:16]=[CH:15][C:14]([C:17]3[C:26]4[C:21](=[CH:22][C:23]([O:32][CH3:33])=[C:24]5[O:29][C:28]([CH3:31])([CH3:30])[CH2:27][C:25]5=4)[CH2:20][C:19]([CH3:35])([CH3:34])[N:18]=3)=[CH:13][C:12]2=[O:36])=[CH:8][CH:9]=1, predict the reactants needed to synthesize it. The reactants are: CO[C:3](=[O:37])[C:4]1[CH:9]=[CH:8][C:7]([CH2:10][N:11]2[CH:16]=[CH:15][C:14]([C:17]3[C:26]4[C:21](=[CH:22][C:23]([O:32][CH3:33])=[C:24]5[O:29][C:28]([CH3:31])([CH3:30])[CH2:27][C:25]5=4)[CH2:20][C:19]([CH3:35])([CH3:34])[N:18]=3)=[CH:13][C:12]2=[O:36])=[CH:6][CH:5]=1.[NH2:38][CH2:39][CH2:40][OH:41]. (3) The reactants are: [CH3:1][C:2]1(C)[O:7]C2C=CC([C@@H](O)CNCCCCCCOCCCCC3C=C(S(N)(=O)=O)C=CC=3)=CC=2C[O:3]1.C(O)(=O)C.[OH:42][C@H:43]([C:67]1[CH:72]=[CH:71][C:70]([OH:73])=[C:69]([CH2:74][OH:75])[CH:68]=1)[CH2:44][NH:45][CH2:46][CH2:47][CH2:48][CH2:49][CH2:50][CH2:51][O:52][CH2:53][CH2:54][CH2:55][CH2:56][C:57]1[CH:58]=[C:59]([S:63]([NH2:66])(=[O:65])=[O:64])[CH:60]=[CH:61][CH:62]=1.C(O)(=O)C. Given the product [C:2]([OH:7])(=[O:3])[CH3:1].[OH:42][C@H:43]([C:67]1[CH:72]=[CH:71][C:70]([OH:73])=[C:69]([CH2:74][OH:75])[CH:68]=1)[CH2:44][NH:45][CH2:46][CH2:47][CH2:48][CH2:49][CH2:50][CH2:51][O:52][CH2:53][CH2:54][CH2:55][CH2:56][C:57]1[CH:58]=[C:59]([S:63]([NH2:66])(=[O:65])=[O:64])[CH:60]=[CH:61][CH:62]=1, predict the reactants needed to synthesize it. (4) Given the product [C:8](=[O:9])=[O:25].[Br:1][C:2]1[CH:3]=[CH:4][C:5]([C:8]([NH:10][CH:11]([NH:16][C:17]2[CH:22]=[CH:21][C:20]([Cl:23])=[CH:19][CH:18]=2)[C:12]([Cl:14])([Cl:13])[Cl:15])=[O:9])=[N:6][CH:7]=1, predict the reactants needed to synthesize it. The reactants are: [Br:1][C:2]1[CH:3]=[CH:4][C:5]([C:8]([NH:10][CH:11]([NH:16][C:17]2[CH:22]=[CH:21][C:20]([Cl:23])=[CH:19][CH:18]=2)[C:12]([Cl:15])([Cl:14])[Cl:13])=[O:9])=[N:6][CH:7]=1.C[OH:25].